This data is from Catalyst prediction with 721,799 reactions and 888 catalyst types from USPTO. The task is: Predict which catalyst facilitates the given reaction. (1) Reactant: O=P12OP3(OP(OP(O3)(O1)=O)(=O)O2)=O.CS(O)(=O)=O.[Br:20][C:21]1[CH:35]=[CH:34][CH:33]=[C:32]([F:36])[C:22]=1[C:23]([NH:25][CH2:26][CH:27]([O:30]C)OC)=O.C([O-])(O)=O.[Na+]. Product: [Br:20][C:21]1[CH:35]=[CH:34][CH:33]=[C:32]([F:36])[C:22]=1[C:23]1[O:30][CH:27]=[CH:26][N:25]=1. The catalyst class is: 2. (2) Reactant: Br[C:2]1[CH:3]=[C:4]2[C:9](=[CH:10][CH:11]=1)[N:8]=[C:7]([CH2:12][CH:13]([CH3:15])[CH3:14])[C:6]([CH2:16][NH2:17])=[C:5]2[C:18]1[CH:23]=[CH:22][CH:21]=[CH:20][CH:19]=1.[CH3:24][N:25]1CCCC1=O. Product: [NH2:17][CH2:16][C:6]1[C:7]([CH2:12][CH:13]([CH3:15])[CH3:14])=[N:8][C:9]2[C:4]([C:5]=1[C:18]1[CH:23]=[CH:22][CH:21]=[CH:20][CH:19]=1)=[CH:3][C:2]([C:24]#[N:25])=[CH:11][CH:10]=2. The catalyst class is: 267. (3) Reactant: [F:1][C:2]([F:15])([F:14])[S:3]([O:6]S(C(F)(F)F)(=O)=O)(=[O:5])=[O:4].O[C:17]1[CH:18]=[C:19]([C:27]([O:29][CH3:30])=[O:28])[CH:20]=[C:21]([CH:26]=1)[C:22]([O:24][CH3:25])=[O:23].C(N(CC)CC)C.C(=O)([O-])O.[Na+]. Product: [F:1][C:2]([F:15])([F:14])[S:3]([O:6][C:17]1[CH:26]=[C:21]([C:22]([O:24][CH3:25])=[O:23])[CH:20]=[C:19]([CH:18]=1)[C:27]([O:29][CH3:30])=[O:28])(=[O:5])=[O:4]. The catalyst class is: 22. (4) Reactant: C([NH:8][CH:9]([CH:29]([CH3:32])[CH2:30][CH3:31])[C:10]([NH:12][CH:13]([C:18]1([C:22]2[CH:27]=[CH:26][C:25]([Cl:28])=[CH:24][CH:23]=2)[CH2:21][CH2:20][CH2:19]1)[CH2:14][CH:15]([CH3:17])[CH3:16])=[O:11])(OC(C)(C)C)=O. Product: [NH2:8][CH:9]([CH:29]([CH3:32])[CH2:30][CH3:31])[C:10]([NH:12][CH:13]([C:18]1([C:22]2[CH:23]=[CH:24][C:25]([Cl:28])=[CH:26][CH:27]=2)[CH2:21][CH2:20][CH2:19]1)[CH2:14][CH:15]([CH3:17])[CH3:16])=[O:11]. The catalyst class is: 67.